This data is from Full USPTO retrosynthesis dataset with 1.9M reactions from patents (1976-2016). The task is: Predict the reactants needed to synthesize the given product. (1) Given the product [C:18]([NH:12][C:11]1[CH:10]=[CH:9][C:4]([C:5]([O:7][CH3:8])=[O:6])=[CH:3][C:2]=1[OH:1])(=[O:20])[CH3:19], predict the reactants needed to synthesize it. The reactants are: [OH:1][C:2]1[CH:3]=[C:4]([CH:9]=[CH:10][C:11]=1[N+:12]([O-])=O)[C:5]([O:7][CH3:8])=[O:6].[H][H].O.[C:18](OC(=O)C)(=[O:20])[CH3:19]. (2) The reactants are: [F:1][CH:2]([F:32])[CH2:3][O:4][C:5]1[C:9]2[C:10](=[O:25])[N:11]([CH2:16][C:17](=[O:24])[C:18]3[CH:23]=[CH:22][CH:21]=[CH:20][CH:19]=3)[C:12]([CH2:14][CH3:15])=[CH:13][C:8]=2[N:7]([CH3:26])[C:6]=1[C:27]([O:29][CH2:30][CH3:31])=[O:28].FC(F)(F)S(OCC(F)F)(=O)=O.C(=O)([O-])[O-].[Cs+].[Cs+]. Given the product [F:32][CH:2]([F:1])[CH2:3][O:4][C:5]1[C:9]2[C:10](=[O:25])[N:11]([CH2:16][C:17](=[O:24])[C:18]3[CH:23]=[CH:22][CH:21]=[CH:20][CH:19]=3)[C:12]([CH2:14][CH3:15])=[CH:13][C:8]=2[N:7]([CH3:26])[C:6]=1[C:27]([OH:29])=[O:28].[F:32][CH:2]([F:1])[CH2:3][O:4][C:5]1[C:9]2[C:10](=[O:25])[N:11]([CH2:16][C:17](=[O:24])[C:18]3[CH:23]=[CH:22][CH:21]=[CH:20][CH:19]=3)[C:12]([CH2:14][CH3:15])=[CH:13][C:8]=2[N:7]([CH3:26])[C:6]=1[C:27]([O:29][CH2:30][CH3:31])=[O:28], predict the reactants needed to synthesize it. (3) Given the product [C:1]([C:4]1[CH:29]=[CH:28][C:7]([O:8][CH2:9][C:10]2[CH:11]=[C:12]([NH:16][S:17]([C:20]3[CH:25]=[CH:24][CH:23]=[C:22]([C:26]4[N:34]=[N:35][NH:36][N:27]=4)[CH:21]=3)(=[O:19])=[O:18])[CH:13]=[CH:14][CH:15]=2)=[C:6]([CH2:30][CH2:31][CH3:32])[C:5]=1[OH:33])(=[O:3])[CH3:2], predict the reactants needed to synthesize it. The reactants are: [C:1]([C:4]1[CH:29]=[CH:28][C:7]([O:8][CH2:9][C:10]2[CH:11]=[C:12]([NH:16][S:17]([C:20]3[CH:25]=[CH:24][CH:23]=[C:22]([C:26]#[N:27])[CH:21]=3)(=[O:19])=[O:18])[CH:13]=[CH:14][CH:15]=2)=[C:6]([CH2:30][CH2:31][CH3:32])[C:5]=1[OH:33])(=[O:3])[CH3:2].[N-:34]=[N+:35]=[N-:36].[Na+].[Cl-].[NH4+].